This data is from Forward reaction prediction with 1.9M reactions from USPTO patents (1976-2016). The task is: Predict the product of the given reaction. Given the reactants C([N:8]1[CH2:13][CH2:12][C:11]2([C:17]3[CH:18]=[C:19]([F:22])[CH:20]=[CH:21][C:16]=3[CH2:15][O:14]2)[CH2:10][CH2:9]1)C1C=CC=CC=1, predict the reaction product. The product is: [F:22][C:19]1[CH:20]=[CH:21][C:16]2[CH2:15][O:14][C:11]3([CH2:10][CH2:9][NH:8][CH2:13][CH2:12]3)[C:17]=2[CH:18]=1.